From a dataset of Blood-brain barrier permeability regression values from the B3DB database. Regression/Classification. Given a drug SMILES string, predict its absorption, distribution, metabolism, or excretion properties. Task type varies by dataset: regression for continuous measurements (e.g., permeability, clearance, half-life) or binary classification for categorical outcomes (e.g., BBB penetration, CYP inhibition). For this dataset (b3db_regression), we predict Y. (1) The drug is C=CC1=CC=CC=C1. The Y is 0.450 log(BB ratio). (2) The molecule is CC(C)NCC(COC1=CC=C(C=C1)CC(=O)N)O. The Y is -0.900 log(BB ratio). (3) The drug is CC1CCN(CC1)CC[C@H]2CCCN2S(=O)(=O)C3=CC=CC(=C3)O. The Y is -0.170 log(BB ratio). (4) The compound is C1=CC=C(C=C1)CCNN. The Y is -0.200 log(BB ratio). (5) The drug is COC1=CC=CC(=C1O)CN. The Y is 0.560 log(BB ratio). (6) The drug is C=CC=C. The Y is -0.170 log(BB ratio). (7) The compound is CN1C(=NN=N1)SCC2=C(N3C(C(C3=O)(NC(=O)C(C4=CC=C(C=C4)O)C(=O)O)OC)OC2)C(=O)O. The Y is -2.52 log(BB ratio). (8) The compound is CCCCCCCC. The Y is 0.690 log(BB ratio).